This data is from Peptide-MHC class I binding affinity with 185,985 pairs from IEDB/IMGT. The task is: Regression. Given a peptide amino acid sequence and an MHC pseudo amino acid sequence, predict their binding affinity value. This is MHC class I binding data. (1) The peptide sequence is RRISGVDRY. The MHC is Mamu-B08 with pseudo-sequence Mamu-B08. The binding affinity (normalized) is 0.446. (2) The peptide sequence is RPRCAYLPF. The MHC is HLA-B08:02 with pseudo-sequence HLA-B08:02. The binding affinity (normalized) is 0.240.